This data is from Catalyst prediction with 721,799 reactions and 888 catalyst types from USPTO. The task is: Predict which catalyst facilitates the given reaction. Reactant: [Br:1][C:2]1[N:3](CC2C=CC(OC)=CC=2)[C:4]([C:9]([O:11][CH3:12])=[O:10])=[C:5]([CH:7]=[O:8])[N:6]=1. Product: [Br:1][C:2]1[NH:3][C:4]([C:9]([O:11][CH3:12])=[O:10])=[C:5]([CH:7]=[O:8])[N:6]=1. The catalyst class is: 67.